Dataset: Catalyst prediction with 721,799 reactions and 888 catalyst types from USPTO. Task: Predict which catalyst facilitates the given reaction. (1) Reactant: C([Li])CCC.[CH3:6][C:7]1[CH:8]=[CH:9][C:10]([NH2:13])=[N:11][CH:12]=1.[Si:14]([O:21][C@H:22]([CH2:27][O:28][CH3:29])[C:23](OC)=[O:24])([C:17]([CH3:20])([CH3:19])[CH3:18])([CH3:16])[CH3:15]. Product: [Si:14]([O:21][C@H:22]([CH2:27][O:28][CH3:29])[C:23]([NH:13][C:10]1[CH:9]=[CH:8][C:7]([CH3:6])=[CH:12][N:11]=1)=[O:24])([C:17]([CH3:20])([CH3:19])[CH3:18])([CH3:15])[CH3:16]. The catalyst class is: 49. (2) Reactant: [CH:1]1([CH2:7][NH:8][C:9]2[C:10]([NH2:29])=[CH:11][C:12]([NH:22][C:23]3[CH:28]=[CH:27][CH:26]=[CH:25][CH:24]=3)=[C:13]([N:15]3[CH2:20][CH2:19][N:18]([CH3:21])[CH2:17][CH2:16]3)[CH:14]=2)[CH2:6][CH2:5][CH2:4][CH2:3][CH2:2]1.[C:30](N1C=CN=C1)(N1C=CN=C1)=[O:31]. Product: [CH:1]1([CH2:7][N:8]2[C:9]3[CH:14]=[C:13]([N:15]4[CH2:20][CH2:19][N:18]([CH3:21])[CH2:17][CH2:16]4)[C:12]([NH:22][C:23]4[CH:28]=[CH:27][CH:26]=[CH:25][CH:24]=4)=[CH:11][C:10]=3[NH:29][C:30]2=[O:31])[CH2:6][CH2:5][CH2:4][CH2:3][CH2:2]1. The catalyst class is: 1. (3) Reactant: C[Al](C)C.[CH2:5]([NH2:8])[CH2:6][NH2:7].C(O[C:12](=O)[CH:13]([O:16][C:17]1[C:22]([F:23])=[CH:21][CH:20]=[C:19]([CH3:24])[C:18]=1[F:25])[CH2:14][CH3:15])C.O. Product: [F:25][C:18]1[C:19]([CH3:24])=[CH:20][CH:21]=[C:22]([F:23])[C:17]=1[O:16][CH:13]([C:12]1[NH:7][CH2:6][CH2:5][N:8]=1)[CH2:14][CH3:15]. The catalyst class is: 11. (4) Reactant: [CH2:1]([O:3][C:4](=[O:35])[CH:5]([NH:11][C:12]1[CH:13]=[N:14][C:15]([O:18][C:19]2[CH:20]=[C:21]3[C:25](=[CH:26][CH:27]=2)[N:24]([C:28]2[CH:33]=[CH:32][C:31]([F:34])=[CH:30][CH:29]=2)[N:23]=[CH:22]3)=[CH:16][CH:17]=1)[C:6]([O:8][CH2:9][CH3:10])=[O:7])[CH3:2].Br[CH2:37][CH2:38][CH2:39]Br.C(=O)([O-])[O-].[Cs+].[Cs+]. Product: [CH2:9]([O:8][C:6]([C:5]1([C:4]([O:3][CH2:1][CH3:2])=[O:35])[CH2:39][CH2:38][CH2:37][N:11]1[C:12]1[CH:13]=[N:14][C:15]([O:18][C:19]2[CH:20]=[C:21]3[C:25](=[CH:26][CH:27]=2)[N:24]([C:28]2[CH:29]=[CH:30][C:31]([F:34])=[CH:32][CH:33]=2)[N:23]=[CH:22]3)=[CH:16][CH:17]=1)=[O:7])[CH3:10]. The catalyst class is: 9. (5) Reactant: Cl[CH2:2][C:3]1[N:7]([C:8]2[CH:15]=[CH:14][C:11]([C:12]#[N:13])=[C:10]([C:16]([F:19])([F:18])[F:17])[CH:9]=2)[N:6]=[N:5][N:4]=1.Cl.C[C@@H]1CNCCN1S(C)(=O)=O.[CH2:32]1[C:36]2([CH2:41][CH2:40][NH:39][CH2:38][CH2:37]2)[CH2:35][CH2:34][N:33]1[C:42]([O:44][C:45]([CH3:48])([CH3:47])[CH3:46])=[O:43].C(N(CC)CC)C. Product: [C:12]([C:11]1[CH:14]=[CH:15][C:8]([N:7]2[C:3]([CH2:2][N:39]3[CH2:40][CH2:41][C:36]4([CH2:32][N:33]([C:42]([O:44][C:45]([CH3:46])([CH3:47])[CH3:48])=[O:43])[CH2:34][CH2:35]4)[CH2:37][CH2:38]3)=[N:4][N:5]=[N:6]2)=[CH:9][C:10]=1[C:16]([F:19])([F:18])[F:17])#[N:13]. The catalyst class is: 10. (6) Reactant: [Cl:1][C:2]1[CH:3]=[C:4]([C@H:9]2[CH2:13][CH2:12][CH2:11][N:10]2[C:14]2[CH:19]=[CH:18][N:17]3[N:20]=[CH:21][C:22]([NH2:23])=[C:16]3[N:15]=2)[CH:5]=[C:6]([F:8])[CH:7]=1.C1N=CN([C:29]([N:31]2[CH:35]=N[CH:33]=[CH:32]2)=[O:30])C=1.N1CC[C@H:38]([OH:41])C1. Product: [Cl:1][C:2]1[CH:3]=[C:4]([C@H:9]2[CH2:13][CH2:12][CH2:11][N:10]2[C:14]2[CH:19]=[CH:18][N:17]3[N:20]=[CH:21][C:22]([NH:23][C:29]([N:31]4[CH2:32][CH2:33][C@H:38]([OH:41])[CH2:35]4)=[O:30])=[C:16]3[N:15]=2)[CH:5]=[C:6]([F:8])[CH:7]=1. The catalyst class is: 2. (7) Reactant: [CH2:1]([O:8][C:9](=[O:27])[NH:10][CH:11]([C:13]1[CH:18]=[C:17]([Cl:19])[C:16]([Cl:20])=[C:15]([CH:21]2[CH2:24][NH:23][CH2:22]2)[C:14]=1[O:25][CH3:26])[CH3:12])[C:2]1[CH:7]=[CH:6][CH:5]=[CH:4][CH:3]=1.C(N(CC)CC)C.FC(F)(F)S(O[CH2:41][C:42]([F:45])([F:44])[F:43])(=O)=O. Product: [CH2:1]([O:8][C:9](=[O:27])[NH:10][CH:11]([C:13]1[CH:18]=[C:17]([Cl:19])[C:16]([Cl:20])=[C:15]([CH:21]2[CH2:22][N:23]([CH2:41][C:42]([F:45])([F:44])[F:43])[CH2:24]2)[C:14]=1[O:25][CH3:26])[CH3:12])[C:2]1[CH:3]=[CH:4][CH:5]=[CH:6][CH:7]=1. The catalyst class is: 49. (8) Reactant: [CH2:1]([O:5][C:6]1[C:15]2[C:10](=[CH:11][CH:12]=[C:13]([C:16]3[CH:21]=[CH:20][CH:19]=[CH:18][N:17]=3)[CH:14]=2)[C:9](=[O:22])[N:8]([CH2:23][CH:24]([CH3:26])[CH3:25])[C:7]=1[CH2:27][NH:28]C(=O)OC(C)(C)C)[CH2:2][CH2:3][CH3:4].[ClH:36]. Product: [ClH:36].[ClH:36].[NH2:28][CH2:27][C:7]1[N:8]([CH2:23][CH:24]([CH3:25])[CH3:26])[C:9](=[O:22])[C:10]2[C:15]([C:6]=1[O:5][CH2:1][CH2:2][CH2:3][CH3:4])=[CH:14][C:13]([C:16]1[CH:21]=[CH:20][CH:19]=[CH:18][N:17]=1)=[CH:12][CH:11]=2. The catalyst class is: 13.